Dataset: Peptide-MHC class I binding affinity with 185,985 pairs from IEDB/IMGT. Task: Regression. Given a peptide amino acid sequence and an MHC pseudo amino acid sequence, predict their binding affinity value. This is MHC class I binding data. (1) The peptide sequence is LYDANYFVCW. The MHC is HLA-A01:01 with pseudo-sequence HLA-A01:01. The binding affinity (normalized) is 0.350. (2) The peptide sequence is PYENLLYKI. The MHC is HLA-A23:01 with pseudo-sequence HLA-A23:01. The binding affinity (normalized) is 0.788. (3) The peptide sequence is ISFLFNRI. The MHC is H-2-Db with pseudo-sequence H-2-Db. The binding affinity (normalized) is 0. (4) The peptide sequence is NSRSTSLSM. The MHC is HLA-B15:01 with pseudo-sequence HLA-B15:01. The binding affinity (normalized) is 0.523. (5) The binding affinity (normalized) is 0.0847. The MHC is HLA-A26:03 with pseudo-sequence HLA-A26:03. The peptide sequence is QQLYTSPSF. (6) The peptide sequence is YQGDYKLFL. The MHC is HLA-A02:01 with pseudo-sequence HLA-A02:01. The binding affinity (normalized) is 0.606. (7) The peptide sequence is SLFNTAATL. The MHC is HLA-A02:06 with pseudo-sequence HLA-A02:06. The binding affinity (normalized) is 0.146.